This data is from Catalyst prediction with 721,799 reactions and 888 catalyst types from USPTO. The task is: Predict which catalyst facilitates the given reaction. Product: [CH:32]([N:8]([C:9]1[S:10][C:11]([C:14]2[CH:15]=[C:16]([C:26]3[CH:27]=[CH:28][CH:29]=[CH:30][CH:31]=3)[C:17]3[N:18]([CH:20]=[C:21]([C:23](=[O:24])[NH:45][CH3:43])[N:22]=3)[CH:19]=2)=[CH:12][N:13]=1)[C:6](=[O:7])[O:5][C:1]([CH3:3])([CH3:2])[CH3:4])([CH3:34])[CH3:33]. The catalyst class is: 4. Reactant: [C:1]([O:5][C:6]([N:8]([CH:32]([CH3:34])[CH3:33])[C:9]1[S:10][C:11]([C:14]2[CH:15]=[C:16]([C:26]3[CH:31]=[CH:30][CH:29]=[CH:28][CH:27]=3)[C:17]3[N:18]([CH:20]=[C:21]([C:23](O)=[O:24])[N:22]=3)[CH:19]=2)=[CH:12][N:13]=1)=[O:7])([CH3:4])([CH3:3])[CH3:2].C(Cl)CCl.C1C=CC2N(O)N=[N:45][C:43]=2C=1.CCN(CC)CC.CN.